This data is from Forward reaction prediction with 1.9M reactions from USPTO patents (1976-2016). The task is: Predict the product of the given reaction. Given the reactants [F:1][C:2]([F:14])([F:13])[C:3]1[C:7]([C:8]([O:10][CH2:11][CH3:12])=[O:9])=[CH:6][NH:5][N:4]=1.I[C:16]1[CH:21]=[CH:20][CH:19]=[CH:18][CH:17]=1.C(=O)([O-])[O-].[K+].[K+].CN[C@H]1CCCC[C@@H]1NC, predict the reaction product. The product is: [C:16]1([N:5]2[CH:6]=[C:7]([C:8]([O:10][CH2:11][CH3:12])=[O:9])[C:3]([C:2]([F:1])([F:13])[F:14])=[N:4]2)[CH:21]=[CH:20][CH:19]=[CH:18][CH:17]=1.